Dataset: Full USPTO retrosynthesis dataset with 1.9M reactions from patents (1976-2016). Task: Predict the reactants needed to synthesize the given product. (1) Given the product [Br:1][C@H:11]1[CH2:10][N:9]([C:23]([O:25][C:26]([CH3:29])([CH3:28])[CH3:27])=[O:24])[C@@H:8]2[C@@H:4]([OH:3])[CH2:5][O:6][C@H:7]12, predict the reactants needed to synthesize it. The reactants are: [Br-:1].[Li+].[OH:3][C@@H:4]1[C@H:8]2[N:9]([C:23]([O:25][C:26]([CH3:29])([CH3:28])[CH3:27])=[O:24])[CH2:10][C@@H:11](OS(C3C=CC(C)=CC=3)(=O)=O)[C@H:7]2[O:6][CH2:5]1.C(Cl)Cl. (2) The reactants are: [CH3:1][C:2]([CH3:9])([CH2:6][CH2:7][OH:8])[CH2:3][CH2:4][OH:5].[H-].[Na+].Br[CH2:13][CH2:14][O:15][Si:16]([C:19]([CH3:22])([CH3:21])[CH3:20])([CH3:18])[CH3:17].O. Given the product [C:19]([Si:16]([CH3:18])([CH3:17])[O:15][CH2:14][CH2:13][O:5][CH2:4][CH2:3][C:2]([CH3:9])([CH3:1])[CH2:6][CH2:7][OH:8])([CH3:22])([CH3:21])[CH3:20], predict the reactants needed to synthesize it. (3) The reactants are: ClC(Cl)(O[C:5](=[O:11])OC(Cl)(Cl)Cl)Cl.[CH2:13]([C:16]1([CH2:35][CH:36]=[CH2:37])[C:33](=[O:34])[N:19]2[CH2:20][CH2:21][NH:22][C@@H:23]([C:24]3[CH:29]=[CH:28][C:27]([O:30][CH3:31])=[CH:26][C:25]=3[CH3:32])[C@@H:18]2[CH2:17]1)[CH:14]=[CH2:15].[CH3:38][NH:39][C@@H:40]([C:42]1[CH:47]=[C:46]([C:48]([F:51])([F:50])[F:49])[CH:45]=[C:44]([CH3:52])[CH:43]=1)[CH3:41]. Given the product [CH2:35]([C:16]1([CH2:13][CH:14]=[CH2:15])[C:33](=[O:34])[N:19]2[CH2:20][CH2:21][N:22]([C:5]([N:39]([CH3:38])[C@@H:40]([C:42]3[CH:47]=[C:46]([C:48]([F:49])([F:50])[F:51])[CH:45]=[C:44]([CH3:52])[CH:43]=3)[CH3:41])=[O:11])[C@@H:23]([C:24]3[CH:29]=[CH:28][C:27]([O:30][CH3:31])=[CH:26][C:25]=3[CH3:32])[C@@H:18]2[CH2:17]1)[CH:36]=[CH2:37], predict the reactants needed to synthesize it. (4) Given the product [F:1][C:2]1[CH:3]=[CH:4][C:5]([CH2:6][C:7]2[CH:12]=[CH:11][CH:10]=[CH:9][C:8]=2[O:13][CH3:16])=[CH:14][CH:15]=1, predict the reactants needed to synthesize it. The reactants are: [F:1][C:2]1[CH:15]=[CH:14][C:5]([CH2:6][C:7]2[CH:12]=[CH:11][CH:10]=[CH:9][C:8]=2[OH:13])=[CH:4][CH:3]=1.[CH3:16]N(C=O)C.C(=O)([O-])[O-].[K+].[K+].CI. (5) Given the product [CH3:1][O:2][C:3](=[O:34])[CH2:4][C@H:5]1[C:9]2[CH:10]=[CH:11][C:12]([O:14][C@H:15]3[C:23]4[C:18](=[C:19]([C:36]5[C:37]([CH3:49])=[CH:38][C:39]([C:43]6[CH:44]=[N:45][CH:46]=[CH:47][CH:48]=6)=[CH:40][C:41]=5[CH3:42])[CH:20]=[CH:21][C:22]=4[F:24])[CH2:17][CH2:16]3)=[CH:13][C:8]=2[O:7][CH2:6]1, predict the reactants needed to synthesize it. The reactants are: [CH3:1][O:2][C:3](=[O:34])[CH2:4][C@H:5]1[C:9]2[CH:10]=[CH:11][C:12]([O:14][C@H:15]3[C:23]4[C:18](=[C:19](B5OC(C)(C)C(C)(C)O5)[CH:20]=[CH:21][C:22]=4[F:24])[CH2:17][CH2:16]3)=[CH:13][C:8]=2[O:7][CH2:6]1.Br[C:36]1[C:41]([CH3:42])=[CH:40][C:39]([C:43]2[CH:44]=[N:45][CH:46]=[CH:47][CH:48]=2)=[CH:38][C:37]=1[CH3:49].BrC1C=CC(F)=C2C=1CC[C@H]2OC1C=CC2[C@H](CC(OC)=O)COC=2C=1.